This data is from Full USPTO retrosynthesis dataset with 1.9M reactions from patents (1976-2016). The task is: Predict the reactants needed to synthesize the given product. (1) The reactants are: [Cl:1][C:2]1[CH:7]=[CH:6][C:5]([C:8]([N:15]2[C:23]3[C:18](=[C:19]([NH:25]C(=O)OC(C)(C)C)[CH:20]=[C:21]([F:24])[CH:22]=3)[CH:17]=[CH:16]2)([CH2:13][CH3:14])[C:9]([OH:12])([CH3:11])[CH3:10])=[CH:4][CH:3]=1. Given the product [NH2:25][C:19]1[CH:20]=[C:21]([F:24])[CH:22]=[C:23]2[C:18]=1[CH:17]=[CH:16][N:15]2[C:8]([C:5]1[CH:4]=[CH:3][C:2]([Cl:1])=[CH:7][CH:6]=1)([CH2:13][CH3:14])[C:9]([CH3:11])([OH:12])[CH3:10], predict the reactants needed to synthesize it. (2) Given the product [Cl:11][C:9]1[C:10]2[C:2]([C:17]([OH:19])=[O:18])=[CH:3][NH:4][C:5]=2[N:6]=[CH:7][N:8]=1, predict the reactants needed to synthesize it. The reactants are: Br[C:2]1[C:10]2[C:9]([Cl:11])=[N:8][CH:7]=[N:6][C:5]=2[NH:4][CH:3]=1.[Li]CCCC.[C:17](=[O:19])=[O:18].